Dataset: Catalyst prediction with 721,799 reactions and 888 catalyst types from USPTO. Task: Predict which catalyst facilitates the given reaction. (1) Product: [CH2:4]=[C:3]1[CH2:36][CH2:35][CH:34]([N:8]2[C:7](=[O:6])[C:12]([CH2:13][C:14]3[CH:15]=[CH:16][C:17]([C:20]4[C:21]([C:26]#[N:27])=[CH:22][CH:23]=[CH:24][CH:25]=4)=[CH:18][CH:19]=3)=[C:11]([CH2:28][CH2:29][CH3:30])[N:10]3[N:31]=[CH:32][N:33]=[C:9]23)[CH2:1][CH2:2]1. The catalyst class is: 597. Reactant: [CH2:1]([Li])[CH2:2][CH2:3][CH3:4].[O:6]=[C:7]1[C:12]([CH2:13][C:14]2[CH:19]=[CH:18][C:17]([C:20]3[C:21]([C:26]#[N:27])=[CH:22][CH:23]=[CH:24][CH:25]=3)=[CH:16][CH:15]=2)=[C:11]([CH2:28][CH2:29][CH3:30])[N:10]2[N:31]=[CH:32][N:33]=[C:9]2[N:8]1[CH:34]1CCC(=O)[CH2:36][CH2:35]1. (2) The catalyst class is: 16. Reactant: [CH3:1][N:2]([CH3:21])[C@H:3]1[CH2:8][CH2:7][C@H:6]([N:9]([CH2:19][CH3:20])[C:10]2[S:14][CH:13]=[C:12]([C:15]([OH:17])=O)[C:11]=2[CH3:18])[CH2:5][CH2:4]1.CN1CCOCC1.[NH2:29][CH2:30][C:31]1[C:36](=[O:37])[CH:35]=[C:34]([CH3:38])[NH:33][C:32]=1[CH3:39].C(Cl)CCl.C1C=CC2N(O)N=NC=2C=1. Product: [CH3:39][C:32]1[NH:33][C:34]([CH3:38])=[CH:35][C:36](=[O:37])[C:31]=1[CH2:30][NH:29][C:15]([C:12]1[C:11]([CH3:18])=[C:10]([N:9]([C@H:6]2[CH2:5][CH2:4][C@H:3]([N:2]([CH3:1])[CH3:21])[CH2:8][CH2:7]2)[CH2:19][CH3:20])[S:14][CH:13]=1)=[O:17]. (3) Reactant: Cl.Cl.[CH2:3]([C:5]1[N:9]=[C:8]([CH:10]([CH2:13][NH2:14])[CH2:11][NH2:12])[O:7][N:6]=1)[CH3:4].[CH2:15](OC(OCC)OCC)C. Product: [CH2:3]([C:5]1[N:9]=[C:8]([CH:10]2[CH2:11][NH:12][CH:15]=[N:14][CH2:13]2)[O:7][N:6]=1)[CH3:4]. The catalyst class is: 8. (4) Reactant: C(OC([N:8]1[CH2:13][CH2:12][CH:11]([NH:14][C:15](=[O:45])[C:16]2[CH:21]=[CH:20][C:19]([C:22]3[N:23]=[C:24]([NH:27][C:28]([CH:30]4[CH2:34][CH2:33][CH2:32][N:31]4[C:35]([O:37][CH2:38][C:39]4[CH:44]=[CH:43][CH:42]=[CH:41][CH:40]=4)=[O:36])=[O:29])[S:25][CH:26]=3)=[CH:18][CH:17]=2)[CH2:10][CH2:9]1)=O)(C)(C)C. Product: [CH2:38]([O:37][C:35]([N:31]1[CH2:32][CH2:33][CH2:34][CH:30]1[C:28](=[O:29])[NH:27][C:24]1[S:25][CH:26]=[C:22]([C:19]2[CH:20]=[CH:21][C:16]([C:15](=[O:45])[NH:14][CH:11]3[CH2:10][CH2:9][NH:8][CH2:13][CH2:12]3)=[CH:17][CH:18]=2)[N:23]=1)=[O:36])[C:39]1[CH:44]=[CH:43][CH:42]=[CH:41][CH:40]=1. The catalyst class is: 157. (5) Reactant: [CH3:1][CH2:2][C@H:3]1[O:18][C:16](=[O:17])[C@H:15]([CH3:19])[C@@H:14]([O:20][C@@H:21]2[O:26][C@@H:25]([CH3:27])[C@H:24]([OH:28])[C@@:23]([O:30][CH3:31])([CH3:29])[CH2:22]2)[C@H:13]([CH3:32])[C@@H:12]([O:33][C@@H:34]2[O:39][C@H:38]([CH3:40])[CH2:37][C@H:36]([N:41]([CH3:43])[CH3:42])[C@H:35]2[OH:44])[C@@:11]([OH:46])([CH3:45])[CH2:10][C@@H:9]([CH3:47])[CH2:8][N:7]([CH3:48])[C@H:6]([CH3:49])[C@@H:5]([OH:50])[C@@:4]1([OH:52])[CH3:51].[C:53]([OH:65])(=[O:64])[CH2:54][C:55]([CH2:60][C:61]([OH:63])=[O:62])([C:57]([OH:59])=[O:58])[OH:56]. Product: [CH3:1][CH2:2][C@H:3]1[O:18][C:16](=[O:17])[C@H:15]([CH3:19])[C@@H:14]([O:20][C@@H:21]2[O:26][C@@H:25]([CH3:27])[C@H:24]([OH:28])[C@@:23]([O:30][CH3:31])([CH3:29])[CH2:22]2)[C@H:13]([CH3:32])[C@@H:12]([O:33][C@@H:34]2[O:39][C@H:38]([CH3:40])[CH2:37][C@H:36]([N:41]([CH3:43])[CH3:42])[C@H:35]2[OH:44])[C@@:11]([OH:46])([CH3:45])[CH2:10][C@@H:9]([CH3:47])[CH2:8][N:7]([CH3:48])[C@H:6]([CH3:49])[C@@H:5]([OH:50])[C@@:4]1([OH:52])[CH3:51].[CH2:60]([C:55]([OH:56])([C:57]([OH:59])=[O:58])[CH2:54][C:53]([OH:65])=[O:64])[C:61]([OH:63])=[O:62]. The catalyst class is: 6. (6) Reactant: [CH3:1][O:2][C:3]1[CH:4]=[C:5]([C:9]([C:11]2[C:19]3[C:14](=[C:15]([C:20]([F:23])([F:22])[F:21])[CH:16]=[CH:17][CH:18]=3)[NH:13][N:12]=2)=[O:10])[CH:6]=[CH:7][CH:8]=1.[H-].[Na+].I[CH:27]([CH3:29])[CH3:28]. Product: [CH:27]([N:13]1[C:14]2[C:19](=[CH:18][CH:17]=[CH:16][C:15]=2[C:20]([F:23])([F:21])[F:22])[C:11]([C:9]([C:5]2[CH:6]=[CH:7][CH:8]=[C:3]([O:2][CH3:1])[CH:4]=2)=[O:10])=[N:12]1)([CH3:29])[CH3:28]. The catalyst class is: 3. (7) Reactant: [F:1][C:2]([F:19])([F:18])[C:3]1[CH:8]=[CH:7][C:6]([C:9]2[C:10]([C:15](Cl)=[O:16])=[CH:11][CH:12]=[CH:13][CH:14]=2)=[CH:5][CH:4]=1.[NH2:20][C:21]1[CH:26]=[CH:25][C:24]([C@H:27]([NH:29][C:30]([C:32]2[CH:37]=[CH:36][CH:35]=[CH:34][N:33]=2)=[O:31])[CH3:28])=[CH:23][CH:22]=1.C(N(CC)CC)C.Cl. Product: [F:1][C:2]([F:19])([F:18])[C:3]1[CH:8]=[CH:7][C:6]([C:9]2[CH:14]=[CH:13][CH:12]=[CH:11][C:10]=2[C:15]([NH:20][C:21]2[CH:26]=[CH:25][C:24]([C@H:27]([NH:29][C:30]([C:32]3[CH:37]=[CH:36][CH:35]=[CH:34][N:33]=3)=[O:31])[CH3:28])=[CH:23][CH:22]=2)=[O:16])=[CH:5][CH:4]=1. The catalyst class is: 253.